Dataset: Reaction yield outcomes from USPTO patents with 853,638 reactions. Task: Predict the reaction yield, written as a fraction of the theoretical maximum amount of product (1.0 means a 100% yield; for example, 0.34 means a 34% yield). (1) The reactants are [C:1]([O:5][C:6]([N:8]1[CH2:12][CH2:11][C:10]([CH:16]([C:18]2[S:19][C:20]([Cl:24])=[C:21]([Cl:23])[CH:22]=2)[OH:17])([CH2:13][CH2:14][CH3:15])[CH2:9]1)=[O:7])([CH3:4])([CH3:3])[CH3:2]. The catalyst is C1(C)C=CC=CC=1.[O-2].[Mn+4].[O-2]. The product is [C:1]([O:5][C:6]([N:8]1[CH2:12][CH2:11][C:10]([C:16]([C:18]2[S:19][C:20]([Cl:24])=[C:21]([Cl:23])[CH:22]=2)=[O:17])([CH2:13][CH2:14][CH3:15])[CH2:9]1)=[O:7])([CH3:2])([CH3:3])[CH3:4]. The yield is 0.640. (2) The reactants are [CH3:1][O:2][C:3]([C:5]1[S:6][C:7]([CH:13](OCC)[O:14]CC)=[CH:8][C:9]=1[CH:10]([CH3:12])[CH3:11])=[O:4].C(O)=O. The catalyst is O1CCOCC1. The product is [CH3:1][O:2][C:3]([C:5]1[S:6][C:7]([CH:13]=[O:14])=[CH:8][C:9]=1[CH:10]([CH3:11])[CH3:12])=[O:4]. The yield is 0.990. (3) The reactants are [NH2:1][C:2]1[C:3]([CH3:9])=[N:4][C:5]([Cl:8])=[CH:6][CH:7]=1.[CH3:10][S:11](Cl)(=[O:13])=[O:12]. The catalyst is N1C=CC=CC=1. The product is [Cl:8][C:5]1[N:4]=[C:3]([CH3:9])[C:2]([NH:1][S:11]([CH3:10])(=[O:13])=[O:12])=[CH:7][CH:6]=1. The yield is 0.550.